From a dataset of Reaction yield outcomes from USPTO patents with 853,638 reactions. Predict the reaction yield, written as a fraction of the theoretical maximum amount of product (1.0 means a 100% yield; for example, 0.34 means a 34% yield). (1) The reactants are [Cl:1][C:2]1[N:3]=[C:4]([C:9]([NH:11][C@H:12]2[CH2:17][CH2:16][N:15]([C:18]3[S:19][C:20]([C:26]([O:28][CH2:29][CH3:30])=[O:27])=[C:21]([C:23](O)=[O:24])[N:22]=3)[CH2:14][C@H:13]2[O:31][CH3:32])=[O:10])[NH:5][C:6]=1[CH2:7][CH3:8].[CH3:33][N:34]1[CH2:39][CH2:38][NH:37][CH2:36][CH2:35]1.CCN=C=NCCCN(C)C.Cl.C1C=CC2N(O)N=NC=2C=1. No catalyst specified. The product is [Cl:1][C:2]1[N:3]=[C:4]([C:9]([NH:11][C@H:12]2[CH2:17][CH2:16][N:15]([C:18]3[S:19][C:20]([C:26]([O:28][CH2:29][CH3:30])=[O:27])=[C:21]([C:23]([N:37]4[CH2:38][CH2:39][N:34]([CH3:33])[CH2:35][CH2:36]4)=[O:24])[N:22]=3)[CH2:14][C@H:13]2[O:31][CH3:32])=[O:10])[NH:5][C:6]=1[CH2:7][CH3:8]. The yield is 0.690. (2) The reactants are [Cl:1][C:2]1[CH:3]=[C:4]([CH3:14])[C:5]2[NH:10]C(=O)[O:8][C:7](=O)[C:6]=2[CH:13]=1.C(OCC)(=O)C.C(O)(=O)C.[CH3:25][NH2:26]. The catalyst is O. The product is [NH2:10][C:5]1[C:4]([CH3:14])=[CH:3][C:2]([Cl:1])=[CH:13][C:6]=1[C:7]([NH:26][CH3:25])=[O:8]. The yield is 0.940. (3) The reactants are [CH3:1][C:2]1[NH:6][N:5]=[C:4]([O:7][C:8]2[CH:13]=[CH:12][C:11]([N+:14]([O-:16])=[O:15])=[C:10]([O:17][CH3:18])[CH:9]=2)[CH:3]=1.[CH2:19]([N:21]=[C:22]=[O:23])[CH3:20]. No catalyst specified. The product is [CH2:19]([NH:21][C:22]([N:6]1[C:2]([CH3:1])=[CH:3][C:4]([O:7][C:8]2[CH:13]=[CH:12][C:11]([N+:14]([O-:16])=[O:15])=[C:10]([O:17][CH3:18])[CH:9]=2)=[N:5]1)=[O:23])[CH3:20]. The yield is 0.629. (4) The yield is 0.830. The product is [CH2:20]([N:27]1[CH2:28][CH2:29][CH:30]([C:33]([C:7]2[C:12]([CH3:13])=[C:11]([O:14][CH3:15])[C:10]([CH3:16])=[C:9]([CH3:17])[C:8]=2[O:18][CH3:19])([C:34]2[CH:35]=[CH:36][C:37]([CH:40]([CH3:42])[CH3:41])=[CH:38][CH:39]=2)[OH:43])[CH2:31][CH2:32]1)[C:21]1[CH:22]=[CH:23][CH:24]=[CH:25][CH:26]=1. The reactants are C([Li])CCC.Br[C:7]1[C:12]([CH3:13])=[C:11]([O:14][CH3:15])[C:10]([CH3:16])=[C:9]([CH3:17])[C:8]=1[O:18][CH3:19].[CH2:20]([N:27]1[CH2:32][CH2:31][CH:30]([C:33](=[O:43])[C:34]2[CH:39]=[CH:38][C:37]([CH:40]([CH3:42])[CH3:41])=[CH:36][CH:35]=2)[CH2:29][CH2:28]1)[C:21]1[CH:26]=[CH:25][CH:24]=[CH:23][CH:22]=1. The catalyst is O1CCCC1. (5) The product is [C:1]([C:3]1[O:7][C:6]([C:8]([OH:10])=[O:9])=[CH:5][CH:4]=1)#[N:12]. The reactants are [CH:1]([C:3]1[O:7][C:6]([C:8]([OH:10])=[O:9])=[CH:5][CH:4]=1)=O.Cl.[NH2:12]O.C(OC(=O)C)(=O)C. The catalyst is N1C=CC=CC=1. The yield is 0.760. (6) The reactants are N1([C:6]([N:8]2[CH:12]=[CH:11][N:10]=[CH:9]2)=[O:7])C=CN=C1.[CH3:13][O:14][CH:15]([C:19]1[CH:24]=[CH:23][CH:22]=[CH:21][CH:20]=1)C(O)=O. The catalyst is ClCCl. The product is [N:8]1([C:6](=[O:7])[CH:15]([O:14][CH3:13])[C:19]2[CH:24]=[CH:23][CH:22]=[CH:21][CH:20]=2)[CH:12]=[CH:11][N:10]=[CH:9]1. The yield is 0.820.